Dataset: Reaction yield outcomes from USPTO patents with 853,638 reactions. Task: Predict the reaction yield, written as a fraction of the theoretical maximum amount of product (1.0 means a 100% yield; for example, 0.34 means a 34% yield). (1) The reactants are [C:1]1([C:7]([N:9]=[C:10]=[S:11])=[O:8])[CH:6]=[CH:5][CH:4]=[CH:3][CH:2]=1.[CH3:12][O:13][C:14]1[CH:15]=[C:16]2[C:21](=[CH:22][C:23]=1[O:24][CH3:25])[N:20]=[CH:19][CH:18]=[C:17]2[O:26][C:27]1[CH:33]=[CH:32][C:30]([NH2:31])=[C:29]([CH3:34])[C:28]=1[CH3:35].C1(C)C=CC=CC=1. The catalyst is C(O)C. The product is [C:7]([NH:9][C:10]([NH:31][C:30]1[CH:32]=[CH:33][C:27]([O:26][C:17]2[C:16]3[C:21](=[CH:22][C:23]([O:24][CH3:25])=[C:14]([O:13][CH3:12])[CH:15]=3)[N:20]=[CH:19][CH:18]=2)=[C:28]([CH3:35])[C:29]=1[CH3:34])=[S:11])(=[O:8])[C:1]1[CH:6]=[CH:5][CH:4]=[CH:3][CH:2]=1. The yield is 0.670. (2) The reactants are C(OC([N:11]1[CH:17]([C:18]2[NH:22][C:21]3[CH:23]=[C:24]([Br:27])[CH:25]=[CH:26][C:20]=3[N:19]=2)[CH2:16][C:13]2([CH2:15][CH2:14]2)[CH2:12]1)=O)C1C=CC=CC=1.Br.[CH3:29][O:30][C:31]([NH:33][CH:34]([CH:38]([CH3:40])[CH3:39])[C:35](O)=[O:36])=[O:32].CN(C(ON1N=NC2C=CC=NC1=2)=[N+](C)C)C.F[P-](F)(F)(F)(F)F.CCN(C(C)C)C(C)C. The catalyst is C(Cl)Cl.CCOC(C)=O.CN(C=O)C. The product is [CH3:29][O:30][C:31](=[O:32])[NH:33][CH:34]([C:35]([N:11]1[CH:17]([C:18]2[NH:22][C:21]3[CH:23]=[C:24]([Br:27])[CH:25]=[CH:26][C:20]=3[N:19]=2)[CH2:16][C:13]2([CH2:15][CH2:14]2)[CH2:12]1)=[O:36])[CH:38]([CH3:40])[CH3:39]. The yield is 0.750. (3) The reactants are CI.[CH3:3][N:4]1[C:8]([C:9]2[CH:10]=[N:11][CH:12]=[CH:13][CH:14]=2)=[N:7][NH:6][C:5]1=[S:15].[OH-].[Na+].[CH2:18](Cl)Cl. The catalyst is CCO. The product is [CH3:3][N:4]1[C:5]([S:15][CH3:18])=[N:6][N:7]=[C:8]1[C:9]1[CH:10]=[N:11][CH:12]=[CH:13][CH:14]=1. The yield is 0.980. (4) The reactants are [NH2:1][C:2]1[N:7]=[CH:6][C:5]([C:8]([O:10][CH3:11])=[O:9])=[CH:4][CH:3]=1.O.O=[CH:14]C(O)=O.Cl(O)(=O)(=O)=O.[N+:23]([C:25]([CH3:28])([CH3:27])[CH3:26])#[C-:24]. The catalyst is CO. The product is [CH3:11][O:10][C:8]([C:5]1[CH:4]=[CH:3][C:2]2[N:7]([C:24]([NH:23][C:25]([CH3:28])([CH3:27])[CH3:26])=[CH:14][N:1]=2)[CH:6]=1)=[O:9]. The yield is 0.140. (5) The reactants are P(Cl)(Cl)(Cl)(Cl)Cl.CS(O)(=O)=O.[NH2:12][C:13]1[CH:18]=[CH:17][C:16]([Br:19])=[CH:15][C:14]=1[OH:20].[Cl:21][C:22]1[CH:27]=[CH:26][C:25]([CH2:28][C:29](O)=O)=[CH:24][CH:23]=1.[OH-].[Na+]. No catalyst specified. The product is [Br:19][C:16]1[CH:17]=[CH:18][C:13]2[N:12]=[C:29]([CH2:28][C:25]3[CH:26]=[CH:27][C:22]([Cl:21])=[CH:23][CH:24]=3)[O:20][C:14]=2[CH:15]=1. The yield is 0.710. (6) The reactants are [C:1]1([N:7]=[C:8]=[O:9])[CH:6]=[CH:5][CH:4]=[CH:3][CH:2]=1.[F:10][C:11]1[CH:38]=[CH:37][C:14]([CH2:15][O:16][CH2:17][C:18]([NH:20][CH2:21][CH2:22][CH2:23][CH2:24][CH2:25][C:26]2[N:27]=[C:28]([CH:31]3[CH2:36][CH2:35][NH:34][CH2:33][CH2:32]3)[S:29][CH:30]=2)=[O:19])=[CH:13][CH:12]=1.C(N(CC)CC)C. The catalyst is C1COCC1.C(=O)([O-])[O-].[Na+].[Na+].O. The product is [F:10][C:11]1[CH:38]=[CH:37][C:14]([CH2:15][O:16][CH2:17][C:18]([NH:20][CH2:21][CH2:22][CH2:23][CH2:24][CH2:25][C:26]2[N:27]=[C:28]([CH:31]3[CH2:36][CH2:35][N:34]([C:8]([NH:7][C:1]4[CH:6]=[CH:5][CH:4]=[CH:3][CH:2]=4)=[O:9])[CH2:33][CH2:32]3)[S:29][CH:30]=2)=[O:19])=[CH:13][CH:12]=1. The yield is 0.510. (7) The reactants are S(Cl)(Cl)=O.COC1C=CC=CC=1CCC(O)=O.COC1C=CC=CC=1CCC(Cl)=O.[CH3:31][O:32][C:33]1[CH:38]=[CH:37][CH:36]=[CH:35][C:34]=1[CH2:39][CH2:40][C:41]([N:43]=[C:44]=[S:45])=[O:42].[CH3:46][O:47][C:48]1[CH:49]=[C:50]2[C:55](=[CH:56][C:57]=1[O:58][CH3:59])[N:54]=[CH:53][CH:52]=[C:51]2[O:60][C:61]1[CH:67]=[CH:66][C:64]([NH2:65])=[CH:63][CH:62]=1. The catalyst is C(O)C.C1(C)C=CC=CC=1. The product is [CH3:46][O:47][C:48]1[CH:49]=[C:50]2[C:55](=[CH:56][C:57]=1[O:58][CH3:59])[N:54]=[CH:53][CH:52]=[C:51]2[O:60][C:61]1[CH:62]=[CH:63][C:64]([NH:65][C:44]([NH:43][C:41](=[O:42])[CH2:40][CH2:39][C:34]2[CH:35]=[CH:36][CH:37]=[CH:38][C:33]=2[O:32][CH3:31])=[S:45])=[CH:66][CH:67]=1. The yield is 0.740. (8) The reactants are [F:1][C:2]1[CH:7]=[CH:6][C:5]([C:8]2[C:12]([CH2:13][OH:14])=[C:11]([CH3:15])[O:10][N:9]=2)=[CH:4][CH:3]=1.[H-].[Na+].Cl[C:19]1[CH:24]=[CH:23][C:22]([Br:25])=[CH:21][N:20]=1. The catalyst is C1COCC1.CO.O. The product is [Br:25][C:22]1[CH:23]=[CH:24][C:19]([O:14][CH2:13][C:12]2[C:8]([C:5]3[CH:4]=[CH:3][C:2]([F:1])=[CH:7][CH:6]=3)=[N:9][O:10][C:11]=2[CH3:15])=[N:20][CH:21]=1. The yield is 0.150.